This data is from NCI-60 drug combinations with 297,098 pairs across 59 cell lines. The task is: Regression. Given two drug SMILES strings and cell line genomic features, predict the synergy score measuring deviation from expected non-interaction effect. (1) Drug 1: C1=CC(=CC=C1CC(C(=O)O)N)N(CCCl)CCCl.Cl. Drug 2: C1CC(C1)(C(=O)O)C(=O)O.[NH2-].[NH2-].[Pt+2]. Cell line: SK-OV-3. Synergy scores: CSS=27.5, Synergy_ZIP=-6.77, Synergy_Bliss=-2.82, Synergy_Loewe=-3.79, Synergy_HSA=-2.78. (2) Drug 1: CC1=CC2C(CCC3(C2CCC3(C(=O)C)OC(=O)C)C)C4(C1=CC(=O)CC4)C. Drug 2: C(=O)(N)NO. Cell line: HOP-92. Synergy scores: CSS=-1.93, Synergy_ZIP=3.24, Synergy_Bliss=0.246, Synergy_Loewe=-10.5, Synergy_HSA=-8.08. (3) Drug 1: C1=NC2=C(N1)C(=S)N=CN2. Drug 2: C1CCC(C(C1)N)N.C(=O)(C(=O)[O-])[O-].[Pt+4]. Cell line: NCI-H460. Synergy scores: CSS=35.7, Synergy_ZIP=-2.94, Synergy_Bliss=1.80, Synergy_Loewe=-1.81, Synergy_HSA=2.73. (4) Drug 1: CC(C1=C(C=CC(=C1Cl)F)Cl)OC2=C(N=CC(=C2)C3=CN(N=C3)C4CCNCC4)N. Drug 2: CC1C(C(CC(O1)OC2CC(CC3=C2C(=C4C(=C3O)C(=O)C5=C(C4=O)C(=CC=C5)OC)O)(C(=O)CO)O)N)O.Cl. Cell line: IGROV1. Synergy scores: CSS=31.1, Synergy_ZIP=-2.05, Synergy_Bliss=-4.96, Synergy_Loewe=-12.5, Synergy_HSA=-4.63. (5) Drug 1: COC1=CC(=CC(=C1O)OC)C2C3C(COC3=O)C(C4=CC5=C(C=C24)OCO5)OC6C(C(C7C(O6)COC(O7)C8=CC=CS8)O)O. Drug 2: C1CN(P(=O)(OC1)NCCCl)CCCl. Cell line: UACC-257. Synergy scores: CSS=3.28, Synergy_ZIP=-3.13, Synergy_Bliss=-5.54, Synergy_Loewe=-62.3, Synergy_HSA=-6.03. (6) Drug 1: CN1CCC(CC1)COC2=C(C=C3C(=C2)N=CN=C3NC4=C(C=C(C=C4)Br)F)OC. Drug 2: C1CN(P(=O)(OC1)NCCCl)CCCl. Cell line: MDA-MB-231. Synergy scores: CSS=3.93, Synergy_ZIP=-3.59, Synergy_Bliss=-1.83, Synergy_Loewe=-9.61, Synergy_HSA=-1.17. (7) Drug 1: CC(C1=C(C=CC(=C1Cl)F)Cl)OC2=C(N=CC(=C2)C3=CN(N=C3)C4CCNCC4)N. Drug 2: CC1=C(C=C(C=C1)NC(=O)C2=CC=C(C=C2)CN3CCN(CC3)C)NC4=NC=CC(=N4)C5=CN=CC=C5. Cell line: PC-3. Synergy scores: CSS=12.3, Synergy_ZIP=3.61, Synergy_Bliss=10.8, Synergy_Loewe=2.59, Synergy_HSA=9.21. (8) Drug 1: C1CC(C1)(C(=O)O)C(=O)O.[NH2-].[NH2-].[Pt+2]. Drug 2: C(CC(=O)O)C(=O)CN.Cl. Cell line: COLO 205. Synergy scores: CSS=9.02, Synergy_ZIP=-2.28, Synergy_Bliss=3.68, Synergy_Loewe=-5.20, Synergy_HSA=-1.78. (9) Drug 1: COC1=NC(=NC2=C1N=CN2C3C(C(C(O3)CO)O)O)N. Drug 2: CC(C)(C#N)C1=CC(=CC(=C1)CN2C=NC=N2)C(C)(C)C#N. Cell line: NCI-H322M. Synergy scores: CSS=4.61, Synergy_ZIP=-1.12, Synergy_Bliss=0.675, Synergy_Loewe=0.622, Synergy_HSA=0.664.